From a dataset of Reaction yield outcomes from USPTO patents with 853,638 reactions. Predict the reaction yield, written as a fraction of the theoretical maximum amount of product (1.0 means a 100% yield; for example, 0.34 means a 34% yield). (1) The reactants are [Br:1][C:2]1[CH:10]=[CH:9][C:5]([C:6]([NH2:8])=O)=[C:4]([F:11])[CH:3]=1.COC(OC)[N:15]([CH3:17])C.O.[NH2:21]N. The catalyst is C(O)(=O)C. The product is [Br:1][C:2]1[CH:10]=[CH:9][C:5]([C:6]2[NH:15][CH:17]=[N:21][N:8]=2)=[C:4]([F:11])[CH:3]=1. The yield is 0.681. (2) The reactants are [OH:1][C@H:2]1[CH2:7][CH2:6][C@H:5]([N:8]2[C:13](=[O:14])[C:12]([CH2:15][C:16]3[CH:21]=[CH:20][C:19]([C:22]4[C:23]([C:28]#[N:29])=[CH:24][CH:25]=[CH:26][CH:27]=4)=[CH:18][CH:17]=3)=[C:11]([CH2:30][CH2:31][CH3:32])[N:10]3[N:33]=[CH:34][N:35]=[C:9]23)[CH2:4][CH2:3]1.[CH2:36]([O:38][C:39](=[O:45])[C:40](=[N+]=[N-])[CH2:41][CH3:42])[CH3:37].O. The catalyst is C1(C)C=CC=CC=1.C([O-])(=O)C.[Rh+2].C([O-])(=O)C. The product is [C:28]([C:23]1[CH:24]=[CH:25][CH:26]=[CH:27][C:22]=1[C:19]1[CH:20]=[CH:21][C:16]([CH2:15][C:12]2[C:13](=[O:14])[N:8]([C@H:5]3[CH2:6][CH2:7][C@H:2]([O:1][CH:40]([CH2:41][CH3:42])[C:39]([O:38][CH2:36][CH3:37])=[O:45])[CH2:3][CH2:4]3)[C:9]3[N:10]([N:33]=[CH:34][N:35]=3)[C:11]=2[CH2:30][CH2:31][CH3:32])=[CH:17][CH:18]=1)#[N:29]. The yield is 0.710. (3) The reactants are [C:1]([O:5][C:6](=[O:11])[NH:7][CH2:8][CH2:9][NH2:10])([CH3:4])([CH3:3])[CH3:2].Br[C:13]1[S:14][C:15]([C:22]2[C:23]([CH3:37])=[N:24][N:25]3[C:30]([CH:31]([CH2:34][CH3:35])[CH2:32][CH3:33])=[CH:29][C:28]([CH3:36])=[N:27][C:26]=23)=[C:16]([C:18]([F:21])([F:20])[F:19])[N:17]=1.C(N(CC)CC)C. The catalyst is CO. The product is [C:1]([O:5][C:6](=[O:11])[NH:7][CH2:8][CH2:9][NH:10][C:13]1[S:14][C:15]([C:22]2[C:23]([CH3:37])=[N:24][N:25]3[C:30]([CH:31]([CH2:32][CH3:33])[CH2:34][CH3:35])=[CH:29][C:28]([CH3:36])=[N:27][C:26]=23)=[C:16]([C:18]([F:19])([F:21])[F:20])[N:17]=1)([CH3:4])([CH3:2])[CH3:3]. The yield is 0.970. (4) The reactants are COC1C=CC([C@H](N[C@H]2C3N=CC=CC=3CCC2)C)=CC=1.[CH3:22][N:23]([C@H:34]([C:36]1[CH:41]=[CH:40][C:39]([O:42][CH3:43])=[CH:38][CH:37]=1)[CH3:35])[C@@H:24]1[C:33]2[N:32]=[CH:31][CH:30]=[CH:29][C:28]=2[CH2:27][CH2:26][CH2:25]1. No catalyst specified. The product is [CH3:22][N:23]([C@@H:34]([C:36]1[CH:41]=[CH:40][C:39]([O:42][CH3:43])=[CH:38][CH:37]=1)[CH3:35])[C@H:24]1[C:33]2[N:32]=[CH:31][CH:30]=[CH:29][C:28]=2[CH2:27][CH2:26][CH2:25]1. The yield is 1.00. (5) The reactants are [N:1]1[CH:6]=[CH:5][CH:4]=[C:3]([CH:7]=[CH:8][C:9]([NH:11][CH2:12][C:13]2[CH:21]=[CH:20][C:16]([C:17]([OH:19])=O)=[CH:15][CH:14]=2)=[O:10])[CH:2]=1.[F:22][C:23]1[CH:28]=[CH:27][C:26]([NH2:29])=[C:25]([NH2:30])[CH:24]=1.FC(F)(F)C(O)=O. The catalyst is O1CCCC1. The product is [NH2:30][C:25]1[CH:24]=[C:23]([F:22])[CH:28]=[CH:27][C:26]=1[NH:29][C:17](=[O:19])[C:16]1[CH:15]=[CH:14][C:13]([CH2:12][NH:11][C:9](=[O:10])[CH:8]=[CH:7][C:3]2[CH:2]=[N:1][CH:6]=[CH:5][CH:4]=2)=[CH:21][CH:20]=1. The yield is 0.570.